From a dataset of Reaction yield outcomes from USPTO patents with 853,638 reactions. Predict the reaction yield, written as a fraction of the theoretical maximum amount of product (1.0 means a 100% yield; for example, 0.34 means a 34% yield). (1) The reactants are Cl[C:2]1[N:7]=[CH:6][C:5]([S:8]([C:11]2[S:15][C:14]([CH2:16][N:17]([CH3:25])[C:18](=[O:24])[O:19][C:20]([CH3:23])([CH3:22])[CH3:21])=[N:13][C:12]=2[C:26]2[CH:31]=[CH:30][CH:29]=[CH:28][C:27]=2[F:32])(=[O:10])=[O:9])=[CH:4][CH:3]=1.C(O)C. The catalyst is [C].[Pd].O1CCCC1. The product is [F:32][C:27]1[CH:28]=[CH:29][CH:30]=[CH:31][C:26]=1[C:12]1[N:13]=[C:14]([CH2:16][N:17]([CH3:25])[C:18](=[O:24])[O:19][C:20]([CH3:21])([CH3:22])[CH3:23])[S:15][C:11]=1[S:8]([C:5]1[CH:6]=[N:7][CH:2]=[CH:3][CH:4]=1)(=[O:9])=[O:10]. The yield is 0.340. (2) The reactants are [N:1]1[CH:6]=[CH:5][C:4]([O:7][C:8]2[CH:9]=[C:10]([C:14]3[C:15]4[O:22][C:21]([CH:23]=O)=[CH:20][C:16]=4[CH:17]=[N:18][CH:19]=3)[CH:11]=[CH:12][CH:13]=2)=[CH:3][CH:2]=1.[CH2:25]1[S:31][C:29](=[O:30])[NH:28][C:26]1=[O:27].NCCC(O)=O. The yield is 0.750. The catalyst is C(O)(=O)C. The product is [N:1]1[CH:2]=[CH:3][C:4]([O:7][C:8]2[CH:9]=[C:10]([C:14]3[C:15]4[O:22][C:21](/[CH:23]=[C:25]5/[C:26](=[O:27])[NH:28][C:29](=[O:30])[S:31]/5)=[CH:20][C:16]=4[CH:17]=[N:18][CH:19]=3)[CH:11]=[CH:12][CH:13]=2)=[CH:5][CH:6]=1. (3) The reactants are [C:1]([C:5]1[CH:17]=[CH:16][C:15]2[C:14]3[C:9](=[CH:10][C:11]([C:18]([CH3:21])([CH3:20])[CH3:19])=[CH:12][CH:13]=3)[CH2:8][C:7]=2[CH:6]=1)([CH3:4])([CH3:3])[CH3:2].[Li][CH2:23][CH2:24][CH2:25][CH3:26]. The catalyst is CCOCC.CCCCCCC. The product is [CH2:23]([C:24]1[CH:23]=[C:2]([C:1]([CH:8]2[C:7]3[CH:6]=[C:5]([C:1]([CH3:4])([CH3:3])[CH3:2])[CH:17]=[CH:16][C:15]=3[C:14]3[C:9]2=[CH:10][C:11]([C:18]([CH3:21])([CH3:20])[CH3:19])=[CH:12][CH:13]=3)([CH3:4])[CH3:3])[CH2:26][CH:25]=1)[CH2:24][CH2:25][CH3:26]. The yield is 0.768. (4) The reactants are [C:1]([C:3]1[CH:4]=[C:5]2[C:10](=[CH:11][CH:12]=1)[C:8](=[O:9])[O:7][CH2:6]2)#[N:2].[NH2:13][OH:14]. The catalyst is CCO. The product is [OH:14][N:13]=[C:1]([C:3]1[CH:4]=[C:5]2[C:10](=[CH:11][CH:12]=1)[C:8](=[O:9])[O:7][CH2:6]2)[NH2:2]. The yield is 0.862.